From a dataset of Catalyst prediction with 721,799 reactions and 888 catalyst types from USPTO. Predict which catalyst facilitates the given reaction. Reactant: Cl.[CH3:2][C:3]1([C:9]([OH:11])=[O:10])[CH2:8][CH2:7][NH:6][CH2:5][CH2:4]1.C([O-])([O-])=O.[Cs+].[Cs+].Br[C:19]1[CH:20]=[N:21][CH:22]=[C:23]([Br:25])[CH:24]=1.[CH3:26][CH2:27]CCCC. Product: [Br:25][C:23]1[CH:24]=[C:19]([N:6]2[CH2:7][CH2:8][C:3]([CH3:2])([C:9]([O:11][CH2:26][CH3:27])=[O:10])[CH2:4][CH2:5]2)[CH:20]=[N:21][CH:22]=1. The catalyst class is: 16.